From a dataset of Peptide-MHC class II binding affinity with 134,281 pairs from IEDB. Regression. Given a peptide amino acid sequence and an MHC pseudo amino acid sequence, predict their binding affinity value. This is MHC class II binding data. (1) The peptide sequence is PRYVKQNTLKLATG. The MHC is DRB1_0701 with pseudo-sequence DRB1_0701. The binding affinity (normalized) is 0. (2) The peptide sequence is AAATAGTTMYGAFAA. The MHC is HLA-DPA10103-DPB10601 with pseudo-sequence HLA-DPA10103-DPB10601. The binding affinity (normalized) is 0.109. (3) The peptide sequence is EKKVFAATQFEPLAA. The MHC is HLA-DQA10401-DQB10402 with pseudo-sequence HLA-DQA10401-DQB10402. The binding affinity (normalized) is 0.406. (4) The MHC is H-2-IAd with pseudo-sequence H-2-IAd. The binding affinity (normalized) is 0.628. The peptide sequence is TLGVNMVRRGVRSLS. (5) The peptide sequence is EVQKVSQPATGAATV. The MHC is DRB3_0101 with pseudo-sequence DRB3_0101. The binding affinity (normalized) is 0. (6) The peptide sequence is HCNEMSWIQSIPFVH. The MHC is HLA-DPA10301-DPB10402 with pseudo-sequence HLA-DPA10301-DPB10402. The binding affinity (normalized) is 0.164. (7) The peptide sequence is GLISSIIRSLPKSMV. The MHC is DRB1_0101 with pseudo-sequence DRB1_0101. The binding affinity (normalized) is 0.689.